From a dataset of Full USPTO retrosynthesis dataset with 1.9M reactions from patents (1976-2016). Predict the reactants needed to synthesize the given product. (1) The reactants are: [NH2:1][C:2]1[CH:7]=[CH:6][C:5]([C:8]([F:11])([F:10])[F:9])=[CH:4][C:3]=1[OH:12].[C:13](O)(=[O:20])[C:14]1[CH:19]=[CH:18][N:17]=[CH:16][CH:15]=1.CCN=C=NCCCN(C)C.N1C=CC=CC=1. Given the product [OH:12][C:3]1[CH:4]=[C:5]([C:8]([F:9])([F:10])[F:11])[CH:6]=[CH:7][C:2]=1[NH:1][C:13](=[O:20])[C:14]1[CH:19]=[CH:18][N:17]=[CH:16][CH:15]=1, predict the reactants needed to synthesize it. (2) The reactants are: [Cl:1][C:2]1[CH:3]=[C:4]([C:12]2[O:16][N:15]=[C:14]([C:17]3[CH:18]=[CH:19][CH:20]=[C:21]4[C:25]=3[N:24](C)[CH:23]=[C:22]4C=O)[N:13]=2)[CH:5]=[CH:6][C:7]=1[O:8][CH:9]([CH3:11])[CH3:10].[CH3:29][NH:30][CH2:31][C:32]([OH:34])=[O:33].[C:35](O)(=O)C.[BH-](OC(C)=O)(OC(C)=O)OC(C)=O.[Na+]. Given the product [Cl:1][C:2]1[CH:3]=[C:4]([C:12]2[O:16][N:15]=[C:14]([C:17]3[CH:18]=[CH:19][CH:20]=[C:21]4[C:25]=3[NH:24][CH:23]=[C:22]4[CH2:29][N:30]([CH3:35])[CH2:31][C:32]([OH:34])=[O:33])[N:13]=2)[CH:5]=[CH:6][C:7]=1[O:8][CH:9]([CH3:10])[CH3:11], predict the reactants needed to synthesize it.